This data is from Reaction yield outcomes from USPTO patents with 853,638 reactions. The task is: Predict the reaction yield, written as a fraction of the theoretical maximum amount of product (1.0 means a 100% yield; for example, 0.34 means a 34% yield). (1) The reactants are [C:1]([O:5][C:6]([N:8]1[CH2:12][CH2:11][C:10]([CH2:16][NH:17][C:18]([O:20][CH2:21][C:22]2[CH:27]=[CH:26][CH:25]=[CH:24][CH:23]=2)=[O:19])([C:13]([OH:15])=O)[CH2:9]1)=[O:7])([CH3:4])([CH3:3])[CH3:2].O=C1N(P(Cl)(N2CCOC2=O)=O)CCO1.CCN(C(C)C)C(C)C.[C:52]1([NH2:58])[CH:57]=[CH:56][CH:55]=[CH:54][CH:53]=1. The catalyst is ClCCCl.C(Cl)Cl. The product is [C:1]([O:5][C:6]([N:8]1[CH2:12][CH2:11][C:10]([CH2:16][NH:17][C:18]([O:20][CH2:21][C:22]2[CH:27]=[CH:26][CH:25]=[CH:24][CH:23]=2)=[O:19])([C:13](=[O:15])[NH:58][C:52]2[CH:57]=[CH:56][CH:55]=[CH:54][CH:53]=2)[CH2:9]1)=[O:7])([CH3:3])([CH3:2])[CH3:4]. The yield is 0.683. (2) The reactants are Br[C:2]1[CH:7]=[CH:6][C:5]([Br:8])=[CH:4][C:3]=1[N+:9]([O-:11])=[O:10].Cl.[NH2:13][CH2:14][C:15]1([OH:20])[CH2:19][CH2:18][CH2:17][CH2:16]1.C(N(CC)C(C)C)(C)C. The catalyst is CN1CCCC1=O. The product is [Br:8][C:5]1[CH:6]=[CH:7][C:2]([NH:13][CH2:14][C:15]2([OH:20])[CH2:19][CH2:18][CH2:17][CH2:16]2)=[C:3]([N+:9]([O-:11])=[O:10])[CH:4]=1. The yield is 0.430.